This data is from Full USPTO retrosynthesis dataset with 1.9M reactions from patents (1976-2016). The task is: Predict the reactants needed to synthesize the given product. Given the product [C:1]([O:5][C:6]([N:8]([C:9]1[C:18]([N+:19]([O-:21])=[O:20])=[CH:17][CH:16]=[CH:15][C:10]=1[C:11]([O:13][CH3:14])=[O:12])[CH2:34][C:33]1[CH:36]=[CH:37][C:30]([C:25]2[CH:26]=[CH:27][CH:28]=[CH:29][C:24]=2[C:23]#[N:46])=[CH:31][CH:32]=1)=[O:7])([CH3:4])([CH3:2])[CH3:3], predict the reactants needed to synthesize it. The reactants are: [C:1]([O:5][C:6]([NH:8][C:9]1[C:18]([N+:19]([O-:21])=[O:20])=[CH:17][CH:16]=[CH:15][C:10]=1[C:11]([O:13][CH3:14])=[O:12])=[O:7])([CH3:4])([CH3:3])[CH3:2].Br[CH2:23][C:24]1[CH:29]=[CH:28][CH:27]=[CH:26][C:25]=1[C:30]1[CH:37]=[CH:36][C:33]([C:34]#N)=[CH:32][CH:31]=1.C(=O)([O-])[O-].[K+].[K+].C(#[N:46])C.